Dataset: Forward reaction prediction with 1.9M reactions from USPTO patents (1976-2016). Task: Predict the product of the given reaction. (1) Given the reactants [CH3:1][C:2]1[O:3][C:4]2[C:13]3[C:12](=[CH:14][C:15]#[N:16])[CH2:11][CH2:10][C:9]=3[CH:8]=[CH:7][C:5]=2[N:6]=1.N.C(O)C, predict the reaction product. The product is: [CH3:1][C:2]1[O:3][C:4]2[C:13]3[C:12](=[CH:14][CH2:15][NH2:16])[CH2:11][CH2:10][C:9]=3[CH:8]=[CH:7][C:5]=2[N:6]=1. (2) The product is: [ClH:29].[NH2:1][C:4]([C:7]1[CH:12]=[CH:11][C:10]([C:13]2[NH:14][C:15](=[O:24])[C:16]3[C:21]([CH:22]=2)=[CH:20][CH:19]=[C:18]([F:23])[CH:17]=3)=[CH:9][CH:8]=1)([CH3:6])[CH3:5]. Given the reactants [N:1]([C:4]([C:7]1[CH:12]=[CH:11][C:10]([C:13]2[NH:14][C:15](=[O:24])[C:16]3[C:21]([CH:22]=2)=[CH:20][CH:19]=[C:18]([F:23])[CH:17]=3)=[CH:9][CH:8]=1)([CH3:6])[CH3:5])=[N+]=[N-].C(O)(=O)C.[ClH:29].CO, predict the reaction product.